Dataset: Catalyst prediction with 721,799 reactions and 888 catalyst types from USPTO. Task: Predict which catalyst facilitates the given reaction. (1) Reactant: C(O[C:5]1[CH:10]=[CH:9][C:8]([Br:11])=[CH:7][C:6]=1C)(=O)C.[C:13]([O:17][C:18](=[O:25])[C:19]1[CH:24]=[CH:23][CH:22]=[CH:21][CH:20]=1)([CH3:16])([CH3:15])[CH3:14].[CH3:26][Si](C)(C)[N-][Si](C)(C)C.[Li+].[C:36]([O:39][CH2:40]C)(=[O:38])[CH3:37]. Product: [C:13]([O:17][C:18](=[O:25])[C:19]1[CH:24]=[CH:23][C:22]([CH2:26][CH:37]([C:5]2[CH:6]=[CH:7][C:8]([Br:11])=[CH:9][CH:10]=2)[C:36]([O:39][CH3:40])=[O:38])=[CH:21][CH:20]=1)([CH3:16])([CH3:14])[CH3:15]. The catalyst class is: 20. (2) Product: [C:25]1([C:14]2[N:13]([C:10]3[CH:9]=[CH:8][C:7]([C:6]([OH:31])=[O:5])=[CH:12][CH:11]=3)[C:17]([CH2:18][CH2:19][C:20]3[NH:24][N:23]=[N:22][N:21]=3)=[CH:16][CH:15]=2)[CH:26]=[CH:27][CH:28]=[CH:29][CH:30]=1. Reactant: C([O:5][C:6](=[O:31])[C:7]1[CH:12]=[CH:11][C:10]([N:13]2[C:17]([CH2:18][CH2:19][C:20]3[NH:24][N:23]=[N:22][N:21]=3)=[CH:16][CH:15]=[C:14]2[C:25]2[CH:30]=[CH:29][CH:28]=[CH:27][CH:26]=2)=[CH:9][CH:8]=1)(C)(C)C. The catalyst class is: 106. (3) Reactant: [C:1]([C:3]1[S:4][C:5]2[CH:11]=[C:10]([OH:12])[CH:9]=[CH:8][C:6]=2[N:7]=1)#[N:2].N[C@@H:14]([C:19]([OH:21])=[O:20])[C:15]([SH:18])([CH3:17])[CH3:16].C(=O)([O-])[O-].[K+].[K+]. Product: [OH:12][C:10]1[CH:9]=[CH:8][C:6]2[N:7]=[C:3]([C:1]3[S:18][C:15]([CH3:17])([CH3:16])[CH:14]([C:19]([OH:21])=[O:20])[N:2]=3)[S:4][C:5]=2[CH:11]=1. The catalyst class is: 5. (4) Product: [Br:1][C:2]1[N:10]([CH2:11][CH3:12])[C:9]2[C:8](=[O:13])[N:7]([CH2:14][CH2:15][CH2:16][O:17][CH:38]3[CH2:39][CH2:40][CH2:41][CH2:42][O:37]3)[C:6](=[O:18])[N:5]([CH3:19])[C:4]=2[N:3]=1. Reactant: [Br:1][C:2]1[N:10]([CH2:11][CH3:12])[C:9]2[C:8](=[O:13])[N:7]([CH2:14][CH2:15][CH2:16][OH:17])[C:6](=[O:18])[N:5]([CH3:19])[C:4]=2[N:3]=1.CC1C=CC(S([O-])(=O)=O)=CC=1.C1C=C[NH+]=CC=1.[O:37]1[CH:42]=[CH:41][CH2:40][CH2:39][CH2:38]1. The catalyst class is: 2. (5) Reactant: Cl[CH2:2][C:3]([O:5][CH2:6][CH3:7])=[O:4].[Cl:8][C:9]1[CH:14]=[CH:13][C:12]([C:15]2[N:16]([CH2:21][CH2:22][O:23][CH3:24])[C:17](=[O:20])[NH:18][N:19]=2)=[CH:11][CH:10]=1.C(=O)([O-])[O-].[K+].[K+]. Product: [CH2:6]([O:5][C:3](=[O:4])[CH2:2][N:18]1[C:17](=[O:20])[N:16]([CH2:21][CH2:22][O:23][CH3:24])[C:15]([C:12]2[CH:11]=[CH:10][C:9]([Cl:8])=[CH:14][CH:13]=2)=[N:19]1)[CH3:7]. The catalyst class is: 10. (6) Reactant: C(O)=O.[NH2:4][C:5]1[N:10]=[CH:9][N:8]=[C:7]2[N:11]([CH:22]([C:24]3[O:25][C:26](=[O:46])[C:27]4[C:32]([C:33]=3[C:34]3[CH:39]=[CH:38][CH:37]=[C:36]([CH2:40][CH2:41][CH2:42][N:43]([CH3:45])[CH3:44])[CH:35]=3)=[CH:31][CH:30]=[CH:29][CH:28]=4)[CH3:23])[N:12]=[C:13]([C:14]3[CH:19]=[C:18]([OH:20])[CH:17]=[C:16]([F:21])[CH:15]=3)[C:6]=12.C(O)C.CO. Product: [NH2:4][C:5]1[N:10]=[CH:9][N:8]=[C:7]2[N:11]([CH:22]([C:24]3[O:25][C:26](=[O:46])[C:27]4[C:32]([C:33]=3[C:34]3[CH:39]=[CH:38][CH:37]=[C:36]([CH2:40][CH2:41][CH2:42][N:43]([CH3:44])[CH3:45])[CH:35]=3)=[CH:31][CH:30]=[CH:29][CH:28]=4)[CH3:23])[N:12]=[C:13]([C:14]3[CH:19]=[C:18]([OH:20])[CH:17]=[C:16]([F:21])[CH:15]=3)[C:6]=12. The catalyst class is: 8. (7) Reactant: [N+:1]([C:4]1[CH:10]=[CH:9][C:7]([NH2:8])=[CH:6][CH:5]=1)([O-:3])=[O:2].[CH:11]1[CH2:15][CH:14]=[CH:13][CH:12]=1.[C:16]([O:20][C:21](=[O:29])[NH:22][CH2:23][C:24]([CH3:28])([CH3:27])[CH:25]=O)([CH3:19])([CH3:18])[CH3:17].FC(F)(F)C(O)=O. Product: [C:16]([O:20][C:21](=[O:29])[NH:22][CH2:23][C:24]([CH3:28])([C@@H:27]1[C@@H:13]2[CH2:14][CH:15]=[CH:11][C@@H:12]2[C:9]2[CH:10]=[C:4]([N+:1]([O-:3])=[O:2])[CH:5]=[CH:6][C:7]=2[NH:8]1)[CH3:25])([CH3:19])([CH3:18])[CH3:17]. The catalyst class is: 10. (8) Reactant: [CH3:1][C:2]1([C:8]([OH:10])=O)[CH2:7][CH2:6][CH2:5][CH2:4][CH2:3]1.C(Cl)(=O)C(Cl)=O.C(N(CC)CC)C.[Cl-].[F:25][C:26]1[CH:27]=[C:28]([CH:51]=[C:52]([F:54])[CH:53]=1)[CH2:29][NH2+:30][CH2:31][C:32]([NH:34][C:35]1[CH:36]=[C:37]2[C:41](=[CH:42][CH:43]=1)[CH2:40][C@@:39]1([C:47](=[O:48])[NH:46][C:45](=[O:49])[N:44]1[CH3:50])[CH2:38]2)=[O:33]. Product: [F:25][C:26]1[CH:27]=[C:28]([CH:51]=[C:52]([F:54])[CH:53]=1)[CH2:29][N:30]([CH2:31][C:32]([NH:34][C:35]1[CH:36]=[C:37]2[C:41](=[CH:42][CH:43]=1)[CH2:40][C@@:39]1([C:47](=[O:48])[NH:46][C:45](=[O:49])[N:44]1[CH3:50])[CH2:38]2)=[O:33])[C:8]([C:2]1([CH3:1])[CH2:3][CH2:4][CH2:5][CH2:6][CH2:7]1)=[O:10]. The catalyst class is: 59. (9) Reactant: C([O:5][C:6](=[O:27])[C:7]([S:10][C:11]1[S:12][CH:13]=[C:14]([CH2:16][CH2:17][NH:18][C:19]2[N:24]=[CH:23][C:22]([CH2:25][CH3:26])=[CH:21][N:20]=2)[N:15]=1)([CH3:9])[CH3:8])(C)(C)C.I[CH2:29][CH2:30][CH2:31][CH2:32][CH3:33].[BrH:34].C(O)(=O)C. Product: [BrH:34].[CH2:25]([C:22]1[CH:23]=[N:24][C:19]([N:18]([CH2:29][CH2:30][CH2:31][CH2:32][CH3:33])[CH2:17][CH2:16][C:14]2[N:15]=[C:11]([S:10][C:7]([CH3:8])([CH3:9])[C:6]([OH:5])=[O:27])[S:12][CH:13]=2)=[N:20][CH:21]=1)[CH3:26]. The catalyst class is: 27. (10) Reactant: [CH:1]1([CH2:6][CH:7]([C:11]2[CH:16]=[CH:15][C:14]([S:17]([CH3:20])(=[O:19])=[O:18])=[CH:13][CH:12]=2)[C:8]([OH:10])=O)[CH2:5][CH2:4][CH2:3][CH2:2]1.C(N(CC)C(C)C)(C)C.F[P-](F)(F)(F)(F)F.CN(C(N(C)C)=[N+]1C2C(=NC=CC=2)[N+]([O-])=N1)C.Cl.[CH:55]([C:58]1[O:62][N:61]=[CH:60][C:59]=1[NH2:63])([CH3:57])[CH3:56]. Product: [CH:1]1([CH2:6][CH:7]([C:11]2[CH:16]=[CH:15][C:14]([S:17]([CH3:20])(=[O:19])=[O:18])=[CH:13][CH:12]=2)[C:8]([NH:63][C:59]2[CH:60]=[N:61][O:62][C:58]=2[CH:55]([CH3:57])[CH3:56])=[O:10])[CH2:2][CH2:3][CH2:4][CH2:5]1. The catalyst class is: 35.